From a dataset of Ames mutagenicity test results for genotoxicity prediction. Regression/Classification. Given a drug SMILES string, predict its toxicity properties. Task type varies by dataset: regression for continuous values (e.g., LD50, hERG inhibition percentage) or binary classification for toxic/non-toxic outcomes (e.g., AMES mutagenicity, cardiotoxicity, hepatotoxicity). Dataset: ames. The molecule is CN1CCCN(C)C1=O. The result is 0 (non-mutagenic).